Dataset: Reaction yield outcomes from USPTO patents with 853,638 reactions. Task: Predict the reaction yield, written as a fraction of the theoretical maximum amount of product (1.0 means a 100% yield; for example, 0.34 means a 34% yield). (1) The reactants are [CH3:1][C:2]1[CH:31]=[CH:30][C:5]([C:6]([NH:8][C:9]2[C:22]3[C:21](=[O:23])[C:20]4[C:15](=[CH:16][CH:17]=[CH:18][CH:19]=4)[C:14](=[O:24])[C:13]=3[CH:12]=[CH:11][C:10]=2[NH:25][C:26](=[O:29])[CH2:27]Cl)=[O:7])=[CH:4][CH:3]=1.CCN(C(C)C)C(C)C.[CH3:41][NH:42][CH2:43][CH:44]1[O:48][CH2:47][CH2:46][O:45]1.C(OCC)(=O)C. The catalyst is O1CCCC1.CCO.CCCCCC. The product is [CH3:1][C:2]1[CH:31]=[CH:30][C:5]([C:6]([NH:8][C:9]2[C:22]3[C:21](=[O:23])[C:20]4[C:15](=[CH:16][CH:17]=[CH:18][CH:19]=4)[C:14](=[O:24])[C:13]=3[CH:12]=[CH:11][C:10]=2[NH:25][C:26](=[O:29])[CH2:27][N:42]([CH2:43][CH:44]2[O:48][CH2:47][CH2:46][O:45]2)[CH3:41])=[O:7])=[CH:4][CH:3]=1. The yield is 0.430. (2) The product is [F:29][C:26]1[CH:27]=[CH:28][C:19]([NH:18][CH:17]2[C:6]3[C:5](=[CH:4][C:3]([OH:2])=[CH:8][CH:7]=3)[C:9]([CH3:31])([CH3:32])[CH2:10][C:11]2([C:12]([F:14])([F:15])[F:13])[OH:16])=[C:20]2[C:25]=1[N:24]=[C:23]([CH3:30])[N:22]=[CH:21]2. The yield is 0.335. The catalyst is ClCCl. The reactants are C[O:2][C:3]1[CH:4]=[C:5]([C:9]([CH3:32])([CH3:31])[CH2:10][C:11]([CH:17]=[N:18][C:19]2[CH:28]=[CH:27][C:26]([F:29])=[C:25]3[C:20]=2[CH:21]=[N:22][C:23]([CH3:30])=[N:24]3)([OH:16])[C:12]([F:15])([F:14])[F:13])[CH:6]=[CH:7][CH:8]=1.B(Br)(Br)Br.C(=O)(O)[O-].[Na+]. (3) The reactants are [CH2:1]([C@@H:8]1[C@@H:16]([OH:17])[C@H:15]([CH3:18])[O:14][C:13](=[O:19])[C@@H:12]([NH:20][C:21](=[O:27])[O:22][C:23]([CH3:26])([CH3:25])[CH3:24])[CH2:11][O:10][CH2:9]1)[C:2]1[CH:7]=[CH:6][CH:5]=[CH:4][CH:3]=1.[CH3:28][C:29](=[O:32])[C:30]#[CH:31]. The catalyst is C(Cl)Cl.C1N2CCN(CC2)C1. The product is [CH2:1]([C@@H:8]1[C@@H:16]([O:17]/[CH:31]=[CH:30]/[C:29](=[O:32])[CH3:28])[C@H:15]([CH3:18])[O:14][C:13](=[O:19])[C@@H:12]([NH:20][C:21](=[O:27])[O:22][C:23]([CH3:26])([CH3:25])[CH3:24])[CH2:11][O:10][CH2:9]1)[C:2]1[CH:3]=[CH:4][CH:5]=[CH:6][CH:7]=1. The yield is 0.840. (4) The reactants are [F:1][C:2]1[C:10]([C:11]2[CH:16]=[CH:15][C:14]([C:17]([CH3:21])([CH3:20])[CH2:18][OH:19])=[CH:13][CH:12]=2)=[C:9]([F:22])[CH:8]=[C:7]2[C:3]=1[C:4]([CH:23]=[O:24])=[CH:5][NH:6]2.Cl([O-])=[O:26].[Na+].P([O-])(O)(O)=O.[Na+].S([O-])([O-])=O.[Na+].[Na+]. The catalyst is C(#N)C.C(O)(C)(C)C.CC(=CC)C.O. The product is [F:1][C:2]1[C:10]([C:11]2[CH:12]=[CH:13][C:14]([C:17]([CH3:21])([CH3:20])[CH2:18][OH:19])=[CH:15][CH:16]=2)=[C:9]([F:22])[CH:8]=[C:7]2[C:3]=1[C:4]([C:23]([OH:26])=[O:24])=[CH:5][NH:6]2. The yield is 0.420. (5) The reactants are C(=O)([O-])[O-].[K+].[K+].[NH:7]1[C:15]2[C:10](=[CH:11][CH:12]=[C:13]([C:16]([O:18][CH3:19])=[O:17])[CH:14]=2)[CH:9]=[N:8]1.[CH2:20](I)[CH3:21]. The catalyst is CN(C=O)C. The product is [CH2:20]([N:7]1[C:15]2[C:10](=[CH:11][CH:12]=[C:13]([C:16]([O:18][CH3:19])=[O:17])[CH:14]=2)[CH:9]=[N:8]1)[CH3:21]. The yield is 0.480.